From a dataset of Reaction yield outcomes from USPTO patents with 853,638 reactions. Predict the reaction yield, written as a fraction of the theoretical maximum amount of product (1.0 means a 100% yield; for example, 0.34 means a 34% yield). (1) The reactants are [N:1]1[C:6]2[CH:7]=[CH:8][C:9]3[CH:15]=[CH:14][CH:13]=[CH:12][C:10]=3[NH:11][C:5]=2[CH:4]=[CH:3][CH:2]=1. The catalyst is [Pd].C1COCC1.CO. The product is [N:1]1[C:6]2[CH2:7][CH2:8][C:9]3[CH:15]=[CH:14][CH:13]=[CH:12][C:10]=3[NH:11][C:5]=2[CH:4]=[CH:3][CH:2]=1. The yield is 0.960. (2) The reactants are [CH2:1]([C:4]1[CH:5]=[N:6][C:7]([N:10]2[CH2:15][CH2:14][CH:13]([OH:16])[CH2:12][CH2:11]2)=[N:8][CH:9]=1)[CH2:2][CH3:3].C(N(CC)CC)C.[CH3:24][S:25](Cl)(=[O:27])=[O:26]. The catalyst is C(Cl)Cl. The product is [CH3:24][S:25]([O:16][CH:13]1[CH2:14][CH2:15][N:10]([C:7]2[N:8]=[CH:9][C:4]([CH2:1][CH2:2][CH3:3])=[CH:5][N:6]=2)[CH2:11][CH2:12]1)(=[O:27])=[O:26]. The yield is 0.960. (3) The reactants are [NH2:1][C@:2]12[CH2:37][CH2:36][C@@H:35]([C:38]([CH3:40])=[CH2:39])[C@@H:3]1[C@@H:4]1[C@@:17]([CH3:20])([CH2:18][CH2:19]2)[C@@:16]2([CH3:21])[C@@H:7]([C@:8]3([CH3:34])[C@@H:13]([CH2:14][CH2:15]2)[C:12]([CH3:23])([CH3:22])[C:11]([C:24]2[CH:33]=[CH:32][C:27]([C:28]([O:30]C)=[O:29])=[CH:26][CH:25]=2)=[CH:10][CH2:9]3)[CH2:6][CH2:5]1.CN(C)CCC(N[C@]12CC[C@@H](C(C)=C)[C@@H]1[C@@H]1[C@@](C)(CC2)[C@@]2(C)[C@@H]([C@]3(C)[C@@H](CC2)C(C)(C)C(C2C=CC(C(O)=O)=CC=2)=CC3)CC1)=O.[N:87]1[CH:92]=[CH:91][N:90]=[CH:89][C:88]=1[CH2:93][C:94](O)=[O:95]. No catalyst specified. The product is [CH3:20][C@:17]12[C@@:16]3([CH3:21])[C@@H:7]([C@:8]4([CH3:34])[C@@H:13]([CH2:14][CH2:15]3)[C:12]([CH3:23])([CH3:22])[C:11]([C:24]3[CH:33]=[CH:32][C:27]([C:28]([OH:30])=[O:29])=[CH:26][CH:25]=3)=[CH:10][CH2:9]4)[CH2:6][CH2:5][C@@H:4]1[C@H:3]1[C@H:35]([C:38]([CH3:40])=[CH2:39])[CH2:36][CH2:37][C@:2]1([NH:1][C:94](=[O:95])[CH2:93][C:88]1[CH:89]=[N:90][CH:91]=[CH:92][N:87]=1)[CH2:19][CH2:18]2. The yield is 0.140.